From a dataset of Full USPTO retrosynthesis dataset with 1.9M reactions from patents (1976-2016). Predict the reactants needed to synthesize the given product. (1) Given the product [CH:12]1([CH2:15][CH2:16][NH:17][C:18]([C:20]2[N:21]=[N:22][C:23]([N:26]3[CH2:31][CH2:30][N:29]([C:5](=[O:7])[C:4]4[CH:8]=[CH:9][CH:10]=[CH:11][C:3]=4[C:1]#[N:2])[CH2:28][CH2:27]3)=[CH:24][CH:25]=2)=[O:19])[CH2:14][CH2:13]1, predict the reactants needed to synthesize it. The reactants are: [C:1]([C:3]1[CH:11]=[CH:10][CH:9]=[CH:8][C:4]=1[C:5]([OH:7])=O)#[N:2].[CH:12]1([CH2:15][CH2:16][NH:17][C:18]([C:20]2[N:21]=[N:22][C:23]([N:26]3[CH2:31][CH2:30][NH:29][CH2:28][CH2:27]3)=[CH:24][CH:25]=2)=[O:19])[CH2:14][CH2:13]1. (2) Given the product [F:1][C:2]1[C:3]([C:9]2[N:13]([CH:14]3[CH2:19][CH2:18][O:17][CH2:16][CH2:15]3)[C:12]([CH3:20])=[N:11][CH:10]=2)=[N:4][C:5]([NH:8][C:22]2[CH:27]=[C:26]([O:28][CH3:29])[CH:25]=[CH:24][N:23]=2)=[N:6][CH:7]=1, predict the reactants needed to synthesize it. The reactants are: [F:1][C:2]1[C:3]([C:9]2[N:13]([CH:14]3[CH2:19][CH2:18][O:17][CH2:16][CH2:15]3)[C:12]([CH3:20])=[N:11][CH:10]=2)=[N:4][C:5]([NH2:8])=[N:6][CH:7]=1.Cl[C:22]1[CH:27]=[C:26]([O:28][CH3:29])[CH:25]=[CH:24][N:23]=1. (3) Given the product [Br:21][C:18]1[CH:17]=[CH:16][C:15]([C:10]2([OH:14])[CH2:11][CH2:12][CH2:13][N:8]([CH3:6])[CH2:9]2)=[CH:20][CH:19]=1, predict the reactants needed to synthesize it. The reactants are: C(O[C:6]([N:8]1[CH2:13][CH2:12][CH2:11][C:10]([C:15]2[CH:20]=[CH:19][C:18]([Br:21])=[CH:17][CH:16]=2)([OH:14])[CH2:9]1)=O)(C)(C)C.C=O. (4) Given the product [Br:1][C:2]1[CH:3]=[C:4]2[C:9](=[CH:10][CH:11]=1)[N:8]=[CH:7][C:6]([C:12]([CH:14]1[CH2:16][CH2:15]1)=[O:13])=[C:5]2[NH:18][C:19]1[CH:20]=[CH:21][C:22]([NH:25][CH:26]2[CH2:30][CH2:29][N:28]([C:31]([O:33][C:34]([CH3:37])([CH3:36])[CH3:35])=[O:32])[CH2:27]2)=[N:23][CH:24]=1, predict the reactants needed to synthesize it. The reactants are: [Br:1][C:2]1[CH:3]=[C:4]2[C:9](=[CH:10][CH:11]=1)[N:8]=[CH:7][C:6]([C:12]([CH:14]1[CH2:16][CH2:15]1)=[O:13])=[C:5]2Cl.[NH2:18][C:19]1[CH:20]=[CH:21][C:22]([NH:25][CH:26]2[CH2:30][CH2:29][N:28]([C:31]([O:33][C:34]([CH3:37])([CH3:36])[CH3:35])=[O:32])[CH2:27]2)=[N:23][CH:24]=1. (5) Given the product [OH:1][C:2]1([C:8]2[CH:9]=[CH:10][C:11]([CH2:12][NH:13][C:23](=[O:24])[O:22][C:19]([CH3:21])([CH3:20])[CH3:18])=[CH:14][CH:15]=2)[CH2:3][CH2:4][CH2:5][CH2:6][CH2:7]1, predict the reactants needed to synthesize it. The reactants are: [OH:1][C:2]1([C:8]2[CH:15]=[CH:14][C:11]([C:12]#[N:13])=[CH:10][CH:9]=2)[CH2:7][CH2:6][CH2:5][CH2:4][CH2:3]1.[BH4-].[Na+].[CH3:18][C:19]([O:22][C:23](O[C:23]([O:22][C:19]([CH3:21])([CH3:20])[CH3:18])=[O:24])=[O:24])([CH3:21])[CH3:20]. (6) Given the product [CH:5]1([C:8]2[C:12]3[CH:13]=[N:14][C:15]([C:17]([N:35]4[CH2:40][CH2:39][O:38][CH2:37][CH2:36]4)=[O:18])=[CH:16][C:11]=3[N:10]([C:22]3[N:27]=[CH:26][C:25]([C:28]4[CH:33]=[CH:32][CH:31]=[CH:30][C:29]=4[F:34])=[CH:24][N:23]=3)[N:9]=2)[CH2:7][CH2:6]1, predict the reactants needed to synthesize it. The reactants are: C[Al](C)C.[CH:5]1([C:8]2[C:12]3[CH:13]=[N:14][C:15]([C:17](OCC)=[O:18])=[CH:16][C:11]=3[N:10]([C:22]3[N:27]=[CH:26][C:25]([C:28]4[CH:33]=[CH:32][CH:31]=[CH:30][C:29]=4[F:34])=[CH:24][N:23]=3)[N:9]=2)[CH2:7][CH2:6]1.[NH:35]1[CH2:40][CH2:39][O:38][CH2:37][CH2:36]1. (7) Given the product [Cl:8][C:7]1[C:6]([N:20]2[CH2:21][CH2:22][N:17]([C:14]3[CH:13]=[CH:12][C:11]([F:10])=[CH:16][CH:15]=3)[CH2:18][CH2:19]2)=[CH:5][N:4]=[N:3][C:2]=1[NH:29][NH2:30], predict the reactants needed to synthesize it. The reactants are: Cl[C:2]1[N:3]=[N:4][CH:5]=[C:6](Cl)[C:7]=1[Cl:8].[F:10][C:11]1[CH:16]=[CH:15][C:14]([N:17]2[CH2:22][CH2:21][NH:20][CH2:19][CH2:18]2)=[CH:13][CH:12]=1.C(=O)([O-])[O-].[K+].[K+].[NH2:29][NH2:30]. (8) Given the product [CH2:23]([O:11][C:10]([C:8]1[CH:9]=[C:4]2[CH:3]=[CH:2][NH:1][C:5]2=[N:6][CH:7]=1)=[O:12])[CH3:24], predict the reactants needed to synthesize it. The reactants are: [NH:1]1[C:5]2=[N:6][CH:7]=[C:8]([C:10]([OH:12])=[O:11])[CH:9]=[C:4]2[CH:3]=[CH:2]1.S(=O)(=O)(O)O.C(=O)(O)[O-].[Na+].[CH2:23](O)[CH3:24].